The task is: Predict the product of the given reaction.. This data is from Forward reaction prediction with 1.9M reactions from USPTO patents (1976-2016). (1) Given the reactants [OH:1][C:2]1[CH:9]=[C:8]([O:10][CH3:11])[C:5]([CH:6]=[O:7])=[C:4]([O:12][CH3:13])[CH:3]=1.C1(P(C2C=CC=CC=2)C2C=CC=CC=2)C=CC=CC=1.[Br:33][C:34]1[C:35]([CH3:42])=[C:36]([CH2:40]O)[CH:37]=[CH:38][CH:39]=1.N(C(OC(C)C)=O)=NC(OC(C)C)=O, predict the reaction product. The product is: [Br:33][C:34]1[C:35]([CH3:42])=[C:36]([CH:37]=[CH:38][CH:39]=1)[CH2:40][O:1][C:2]1[CH:3]=[C:4]([O:12][CH3:13])[C:5]([CH:6]=[O:7])=[C:8]([O:10][CH3:11])[CH:9]=1. (2) Given the reactants [Cl:1][C:2]1[CH:7]=[CH:6][CH:5]=[CH:4][C:3]=1[C:8]1[CH:17]=[C:16]([N+:18]([O-:20])=[O:19])[CH:15]=[C:14]2[C:9]=1[CH2:10][N:11](CC1C=CC(OC)=CC=1)[C:12](=[O:29])[N:13]2[C:21]1[C:26]([Cl:27])=[CH:25][CH:24]=[CH:23][C:22]=1[Cl:28], predict the reaction product. The product is: [Cl:1][C:2]1[CH:7]=[CH:6][CH:5]=[CH:4][C:3]=1[C:8]1[CH:17]=[C:16]([N+:18]([O-:20])=[O:19])[CH:15]=[C:14]2[C:9]=1[CH2:10][NH:11][C:12](=[O:29])[N:13]2[C:21]1[C:26]([Cl:27])=[CH:25][CH:24]=[CH:23][C:22]=1[Cl:28]. (3) Given the reactants [CH2:1]([C:3]1[CH:8]=[C:7]([C:9]([F:18])([C:14]([F:17])([F:16])[F:15])[C:10]([F:13])([F:12])[F:11])[CH:6]=[C:5]([CH3:19])[C:4]=1[NH2:20])[CH3:2].C(=O)([O-])[O-].[K+].[K+].[S:27](=[N:29][C:30]1[CH:31]=[C:32]([CH:36]=[CH:37][CH:38]=1)[C:33](Cl)=[O:34])=[O:28], predict the reaction product. The product is: [S:27](=[N:29][C:30]1[CH:31]=[C:32]([CH:36]=[CH:37][CH:38]=1)[C:33]([NH:20][C:4]1[C:5]([CH3:19])=[CH:6][C:7]([C:9]([F:18])([C:10]([F:11])([F:12])[F:13])[C:14]([F:15])([F:16])[F:17])=[CH:8][C:3]=1[CH2:1][CH3:2])=[O:34])=[O:28]. (4) Given the reactants [CH2:1]([OH:5])[CH2:2][CH2:3][CH3:4].C(OC(C)C)(C)C.C(N(CC)CC)C.Cl[C:21]([C:23]([F:34])([F:33])[CH:24]([O:27][C:28](=[O:32])[C:29]([CH3:31])=[CH2:30])[CH2:25][CH3:26])=[O:22], predict the reaction product. The product is: [CH2:1]([O:5][C:21]([C:23]([F:33])([F:34])[CH:24]([O:27][C:28](=[O:32])[C:29]([CH3:31])=[CH2:30])[CH2:25][CH3:26])=[O:22])[CH2:2][CH2:3][CH3:4]. (5) Given the reactants [Cl:1][C:2]1[CH:7]=[CH:6][CH:5]=[C:4]([F:8])[C:3]=1[NH:9][C:10]1[NH:11][C:12]2[C:18]3[CH2:19][C:20]([CH3:23])([CH3:22])[O:21][C:17]=3[C:16]([C:24](O)=[O:25])=[CH:15][C:13]=2[N:14]=1.S(Cl)(Cl)=O.[F:31][C:32]([F:44])([F:43])[C:33]1[CH:34]=[C:35]([C:39]2([NH2:42])[CH2:41][CH2:40]2)[CH:36]=[CH:37][CH:38]=1.CCN(C(C)C)C(C)C, predict the reaction product. The product is: [Cl:1][C:2]1[CH:7]=[CH:6][CH:5]=[C:4]([F:8])[C:3]=1[NH:9][C:10]1[NH:11][C:12]2[C:18]3[CH2:19][C:20]([CH3:23])([CH3:22])[O:21][C:17]=3[C:16]([C:24]([NH:42][C:39]3([C:35]4[CH:36]=[CH:37][CH:38]=[C:33]([C:32]([F:31])([F:43])[F:44])[CH:34]=4)[CH2:41][CH2:40]3)=[O:25])=[CH:15][C:13]=2[N:14]=1. (6) The product is: [F:16][C:17]1[CH:18]=[C:19]2[C:26]([C:22]([CH2:23][CH2:24][NH:25][CH2:29][C:10]3[CH:9]=[CH:8][CH:5]=[C:4]([CH2:3][C:2]([F:1])([F:15])[CH:12]([F:13])[F:14])[CH:11]=3)=[CH:21][NH:20]2)=[CH:27][CH:28]=1. Given the reactants [F:1][C:2]([F:15])([CH:12]([F:14])[F:13])[CH2:3][C:4]1[CH:11]=[CH:10][CH:9]=[CH:8][C:5]=1C=O.[F:16][C:17]1[CH:18]=[C:19]2[C:26](=[CH:27][CH:28]=1)[C:22]([CH2:23][CH2:24][NH2:25])=[CH:21][NH:20]2.[CH:29](O)(C)C, predict the reaction product. (7) Given the reactants [Cl:1][C:2]1[CH:3]=[CH:4][C:5]([O:26][CH2:27][CH:28]([CH3:30])[CH3:29])=[C:6]([CH2:8][N:9]2[C:13]([CH3:14])=[CH:12][C:11]([C:15]([NH:17][C:18]3[CH:23]=[CH:22][C:21]([CH:24]=O)=[CH:20][CH:19]=3)=[O:16])=[N:10]2)[CH:7]=1.[CH:31]([NH2:34])([CH3:33])[CH3:32].C(O[BH-](OC(=O)C)OC(=O)C)(=O)C.[Na+].C(O)(=O)C, predict the reaction product. The product is: [ClH:1].[Cl:1][C:2]1[CH:3]=[CH:4][C:5]([O:26][CH2:27][CH:28]([CH3:29])[CH3:30])=[C:6]([CH2:8][N:9]2[C:13]([CH3:14])=[CH:12][C:11]([C:15]([NH:17][C:18]3[CH:19]=[CH:20][C:21]([CH2:24][NH:34][CH:31]([CH3:33])[CH3:32])=[CH:22][CH:23]=3)=[O:16])=[N:10]2)[CH:7]=1. (8) Given the reactants [N+:1]([C:4]1[CH:8]=[CH:7][NH:6][N:5]=1)([O-:3])=[O:2].[H-].[Na+].Br[CH2:12][CH2:13][CH3:14], predict the reaction product. The product is: [N+:1]([C:4]1[CH:8]=[CH:7][N:6]([CH2:12][CH2:13][CH3:14])[N:5]=1)([O-:3])=[O:2].